The task is: Predict which catalyst facilitates the given reaction.. This data is from Catalyst prediction with 721,799 reactions and 888 catalyst types from USPTO. Reactant: [H-].[Na+].ClC1C2N=C(CC(F)(F)F)[N:9](Cl)C=2C=CC=1.[Cl:19][C:20]1[CH:21]=[C:22]2[C:26](=[CH:27][C:28]=1[Cl:29])[NH:25][C:24]([CH2:30][C:31]([F:34])([F:33])[F:32])=C2.[Cl:35][C:36]1[CH:37]=[C:38]([CH:41]=[CH:42][CH:43]=1)[CH2:39]Br.[NH4+].[Cl-]. Product: [Cl:29][C:28]1[C:20]([Cl:19])=[CH:21][C:22]2[N:9]([CH2:39][C:38]3[CH:41]=[CH:42][CH:43]=[C:36]([Cl:35])[CH:37]=3)[C:24]([CH2:30][C:31]([F:32])([F:33])[F:34])=[N:25][C:26]=2[CH:27]=1. The catalyst class is: 3.